This data is from Full USPTO retrosynthesis dataset with 1.9M reactions from patents (1976-2016). The task is: Predict the reactants needed to synthesize the given product. (1) Given the product [C:18]([C:15]1[CH:16]=[CH:17][C:12]([O:11][CH2:10][C:7]2[CH:8]=[CH:9][C:4]([C:3]([OH:25])=[O:2])=[CH:5][CH:6]=2)=[C:13]([CH2:22][CH2:23][CH3:24])[C:14]=1[OH:21])(=[O:20])[CH3:19], predict the reactants needed to synthesize it. The reactants are: C[O:2][C:3](=[O:25])[C:4]1[CH:9]=[CH:8][C:7]([CH2:10][O:11][C:12]2[CH:17]=[CH:16][C:15]([C:18](=[O:20])[CH3:19])=[C:14]([OH:21])[C:13]=2[CH2:22][CH2:23][CH3:24])=[CH:6][CH:5]=1.[OH-].[Li+]. (2) Given the product [C:1]([C:3]1[CH:8]=[CH:7][CH:6]=[CH:5][C:4]=1[C:9]1[CH:17]=[CH:16][C:12]([C:13]([NH:62][CH2:63][C:64]2[CH:65]=[N:66][CH:67]=[CH:68][CH:69]=2)=[O:14])=[C:11]([NH:18][CH2:19][CH2:20][C:21]2[CH:26]=[CH:25][CH:24]=[C:23]([F:27])[CH:22]=2)[N:10]=1)#[N:2], predict the reactants needed to synthesize it. The reactants are: [C:1]([C:3]1[CH:8]=[CH:7][CH:6]=[CH:5][C:4]=1[C:9]1[CH:17]=[CH:16][C:12]([C:13](O)=[O:14])=[C:11]([NH:18][CH2:19][CH2:20][C:21]2[CH:26]=[CH:25][CH:24]=[C:23]([F:27])[CH:22]=2)[N:10]=1)#[N:2].CN(C(ON1N=NC2C=CC=CC1=2)=[N+](C)C)C.F[P-](F)(F)(F)(F)F.C1C=CC2N(O)N=NC=2C=1.[NH2:62][CH2:63][C:64]1[CH:65]=[N:66][CH:67]=[CH:68][CH:69]=1.